Task: Predict the reaction yield, written as a fraction of the theoretical maximum amount of product (1.0 means a 100% yield; for example, 0.34 means a 34% yield).. Dataset: Reaction yield outcomes from USPTO patents with 853,638 reactions (1) The reactants are [CH:1]([C:3]1[C:11]2[C:6](=[CH:7][C:8]([C:23]#[N:24])=[C:9]([C:12]3[CH:17]=[CH:16][C:15]([C:18]4([OH:22])[CH2:21][CH2:20][CH2:19]4)=[CH:14][CH:13]=3)[CH:10]=2)[NH:5][CH:4]=1)=[O:2].CC(=CC)C.Cl([O-])=[O:31].[Na+].O.OP([O-])(O)=O.[Na+].[Cl-].[NH4+]. The catalyst is O1CCCC1.C(O)(C)(C)C. The product is [C:23]([C:8]1[CH:7]=[C:6]2[C:11]([C:3]([C:1]([OH:31])=[O:2])=[CH:4][NH:5]2)=[CH:10][C:9]=1[C:12]1[CH:13]=[CH:14][C:15]([C:18]2([OH:22])[CH2:21][CH2:20][CH2:19]2)=[CH:16][CH:17]=1)#[N:24]. The yield is 0.670. (2) The reactants are [F:1][C:2]1[CH:3]=[C:4]([CH:6]=[CH:7][C:8]=1[O:9][C:10]1[CH:15]=[CH:14][N:13]=[C:12]2[CH:16]=[C:17]([I:19])[S:18][C:11]=12)[NH2:5].[O:20]=[C:21]1[CH:25]([C:26](O)=[O:27])[CH2:24][CH2:23][NH:22]1.Cl.C(N=C=NCCCN(C)C)C.N1(O)C2C=CC=CC=2N=N1.C(N(C(C)C)C(C)C)C. The catalyst is C1COCC1. The product is [F:1][C:2]1[CH:3]=[C:4]([NH:5][C:26]([CH:25]2[CH2:24][CH2:23][NH:22][C:21]2=[O:20])=[O:27])[CH:6]=[CH:7][C:8]=1[O:9][C:10]1[CH:15]=[CH:14][N:13]=[C:12]2[CH:16]=[C:17]([I:19])[S:18][C:11]=12. The yield is 0.440. (3) The reactants are [Cl:1][C:2]1[C:10]([C:11]([F:14])([F:13])[F:12])=[CH:9][CH:8]=[CH:7][C:3]=1[C:4]([OH:6])=O.CN(C(ON1N=NC2C=CC=NC1=2)=[N+](C)C)C.F[P-](F)(F)(F)(F)F.C(N(C(C)C)C(C)C)C.[CH3:48][N:49]1[CH2:54][CH2:53][CH2:52][C:51]([NH2:61])([C:55]2[CH:60]=[CH:59][CH:58]=[CH:57][CH:56]=2)[CH2:50]1. The catalyst is CN(C=O)C. The product is [Cl:1][C:2]1[C:10]([C:11]([F:14])([F:13])[F:12])=[CH:9][CH:8]=[CH:7][C:3]=1[C:4]([NH:61][C:51]1([C:55]2[CH:60]=[CH:59][CH:58]=[CH:57][CH:56]=2)[CH2:52][CH2:53][CH2:54][N:49]([CH3:48])[CH2:50]1)=[O:6]. The yield is 0.520. (4) The reactants are [NH2:1][C:2]1[NH:7][C:6](=O)[N:5]([CH2:9][CH2:10][CH3:11])[C:4](=[O:12])[C:3]=1[NH:13][C:14](=O)[C:15]1[CH:20]=[CH:19][C:18]([O:21][CH2:22][C:23]2[CH:28]=[CH:27][CH:26]=[CH:25][CH:24]=2)=[CH:17][CH:16]=1.P(Cl)(Cl)(Cl)(Cl)[Cl:31]. The catalyst is P(Cl)(Cl)(Cl)=O. The product is [CH2:22]([O:21][C:18]1[CH:19]=[CH:20][C:15]([C:14]2[NH:13][C:3]3[C:4](=[O:12])[N:5]([CH2:9][CH2:10][CH3:11])[C:6]([Cl:31])=[N:7][C:2]=3[N:1]=2)=[CH:16][CH:17]=1)[C:23]1[CH:28]=[CH:27][CH:26]=[CH:25][CH:24]=1. The yield is 0.300.